This data is from NCI-60 drug combinations with 297,098 pairs across 59 cell lines. The task is: Regression. Given two drug SMILES strings and cell line genomic features, predict the synergy score measuring deviation from expected non-interaction effect. (1) Drug 2: C1=C(C(=O)NC(=O)N1)N(CCCl)CCCl. Drug 1: C1CC(=O)NC(=O)C1N2CC3=C(C2=O)C=CC=C3N. Cell line: HCC-2998. Synergy scores: CSS=2.38, Synergy_ZIP=-3.63, Synergy_Bliss=-6.82, Synergy_Loewe=-13.4, Synergy_HSA=-7.51. (2) Drug 1: C1CC(=O)NC(=O)C1N2CC3=C(C2=O)C=CC=C3N. Drug 2: C(CC(=O)O)C(=O)CN.Cl. Cell line: OVCAR-8. Synergy scores: CSS=6.27, Synergy_ZIP=1.94, Synergy_Bliss=5.65, Synergy_Loewe=4.89, Synergy_HSA=3.88. (3) Drug 1: C1CN(CCN1C(=O)CCBr)C(=O)CCBr. Synergy scores: CSS=22.1, Synergy_ZIP=-3.85, Synergy_Bliss=-1.62, Synergy_Loewe=-15.6, Synergy_HSA=-4.53. Drug 2: C(CN)CNCCSP(=O)(O)O. Cell line: OVCAR3. (4) Drug 1: CC1=C2C(C(=O)C3(C(CC4C(C3C(C(C2(C)C)(CC1OC(=O)C(C(C5=CC=CC=C5)NC(=O)OC(C)(C)C)O)O)OC(=O)C6=CC=CC=C6)(CO4)OC(=O)C)O)C)O. Drug 2: CC12CCC3C(C1CCC2OP(=O)(O)O)CCC4=C3C=CC(=C4)OC(=O)N(CCCl)CCCl.[Na+]. Cell line: A549. Synergy scores: CSS=66.3, Synergy_ZIP=23.6, Synergy_Bliss=24.8, Synergy_Loewe=20.6, Synergy_HSA=26.6.